From a dataset of Reaction yield outcomes from USPTO patents with 853,638 reactions. Predict the reaction yield, written as a fraction of the theoretical maximum amount of product (1.0 means a 100% yield; for example, 0.34 means a 34% yield). (1) The reactants are Cl[CH2:2][CH2:3][O:4][C:5]1[CH:14]=[C:13]2[C:8]([C:9]([O:15][C:16]3[CH:21]=[CH:20][C:19]([CH3:22])=[CH:18][C:17]=3[C:23]([C:25]3[CH:30]=[CH:29][CH:28]=[CH:27][CH:26]=3)=[O:24])=[CH:10][CH:11]=[N:12]2)=[CH:7][C:6]=1[O:31][CH3:32].[NH:33]1[CH2:38][CH2:37][O:36][CH2:35][CH2:34]1.C(=O)([O-])[O-].[K+].[K+].O. The catalyst is CN(C)C=O. The product is [CH3:22][C:19]1[CH:20]=[CH:21][C:16]([O:15][C:9]2[C:8]3[C:13](=[CH:14][C:5]([O:4][CH2:3][CH2:2][N:33]4[CH2:38][CH2:37][O:36][CH2:35][CH2:34]4)=[C:6]([O:31][CH3:32])[CH:7]=3)[N:12]=[CH:11][CH:10]=2)=[C:17]([C:23]([C:25]2[CH:26]=[CH:27][CH:28]=[CH:29][CH:30]=2)=[O:24])[CH:18]=1. The yield is 0.640. (2) The product is [N:1]1[C:10]2[CH2:9][CH2:8][CH2:7][CH:6]([NH:11][CH2:26][CH2:25][CH2:24][CH2:23][N:14]3[C:15](=[O:22])[C:16]4[C:21](=[CH:20][CH:19]=[CH:18][CH:17]=4)[C:13]3=[O:12])[C:5]=2[N:4]=[CH:3][CH:2]=1. The catalyst is C(Cl)Cl. The yield is 0.810. The reactants are [N:1]1[C:10]2[CH2:9][CH2:8][CH2:7][CH:6]([NH2:11])[C:5]=2[N:4]=[CH:3][CH:2]=1.[O:12]=[C:13]1[C:21]2[C:16](=[CH:17][CH:18]=[CH:19][CH:20]=2)[C:15](=[O:22])[N:14]1[CH2:23][CH2:24][CH2:25][CH:26]=O.C(O[BH-](OC(=O)C)OC(=O)C)(=O)C.[Na+].C(=O)(O)[O-].[Na+]. (3) The reactants are [F:1][C:2]1[CH:3]=[CH:4][C:5]([NH2:8])=[N:6][CH:7]=1.[Cl:9][CH2:10][C:11](=O)[CH2:12]Cl. The catalyst is CCO. The product is [Cl:9][CH2:10][C:11]1[N:8]=[C:5]2[CH:4]=[CH:3][C:2]([F:1])=[CH:7][N:6]2[CH:12]=1. The yield is 0.570.